Dataset: Full USPTO retrosynthesis dataset with 1.9M reactions from patents (1976-2016). Task: Predict the reactants needed to synthesize the given product. (1) Given the product [CH:13]([C:12]1[CH:11]=[CH:10][N:27]2[CH:28]=[CH:29][N:30]=[C:26]2[N:25]=1)([CH3:14])[CH3:15], predict the reactants needed to synthesize it. The reactants are: CC(C)C(=O)C.C(O[CH:10](OCC)[CH2:11][C:12](=O)[CH:13]([CH3:15])[CH3:14])C.S(O)(O)(=O)=O.[NH2:25][C:26]1[NH:27][CH:28]=[CH:29][N:30]=1.[NH2:25][C:26]1[NH:27][CH:28]=[CH:29][N:30]=1. (2) The reactants are: [NH2:1][C:2]1[C:7]([Cl:8])=[CH:6][CH:5]=[CH:4][C:3]=1[OH:9].[Cl:10][C:11]1[CH:19]=[CH:18][C:17]([N+:20]([O-:22])=[O:21])=[CH:16][C:12]=1[C:13](Cl)=O. Given the product [Cl:8][C:7]1[C:2]2[N:1]=[C:13]([C:12]3[CH:16]=[C:17]([N+:20]([O-:22])=[O:21])[CH:18]=[CH:19][C:11]=3[Cl:10])[O:9][C:3]=2[CH:4]=[CH:5][CH:6]=1, predict the reactants needed to synthesize it. (3) Given the product [F:1][C:2]1[CH:3]=[C:4]2[C:8](=[CH:9][CH:10]=1)[NH:7][C:6](=[O:11])[C:5]2=[N:12][N:13]=[CH:14][C:15]1[NH:19][C:18]([CH3:20])=[C:17]([C:21]([NH:23][CH2:24][C:25]([NH:47][C:46]2[CH:45]=[CH:44][CH:43]=[CH:42][C:50]=2[NH2:49])=[O:26])=[O:22])[C:16]=1[CH3:28], predict the reactants needed to synthesize it. The reactants are: [F:1][C:2]1[CH:3]=[C:4]2[C:8](=[CH:9][CH:10]=1)[NH:7][C:6](=[O:11])[C:5]2=[N:12][N:13]=[CH:14][C:15]1[NH:19][C:18]([CH3:20])=[C:17]([C:21]([NH:23][CH2:24][C:25](O)=[O:26])=[O:22])[C:16]=1[CH3:28].Cl.C(N=C=NCCCN(C)C)C.O[C:42]1[C:50]2[N:49]=N[NH:47][C:46]=2[CH:45]=[CH:44][CH:43]=1.C(N(CC)CC)C.C1(N)C=CC=CC=1N.